This data is from Catalyst prediction with 721,799 reactions and 888 catalyst types from USPTO. The task is: Predict which catalyst facilitates the given reaction. Reactant: [N:1]([C@H:4]([C:6]1[CH:11]=[CH:10][CH:9]=[C:8]([C:12]([CH3:20])([CH3:19])[O:13][SiH2:14][C:15]([CH3:18])([CH3:17])[CH3:16])[N:7]=1)[CH3:5])=[N+]=[N-]. Product: [C:15]([SiH2:14][O:13][C:12]([CH3:19])([CH3:20])[C:8]1[N:7]=[C:6]([C@@H:4]([NH2:1])[CH3:5])[CH:11]=[CH:10][CH:9]=1)([CH3:18])([CH3:16])[CH3:17]. The catalyst class is: 43.